From a dataset of Forward reaction prediction with 1.9M reactions from USPTO patents (1976-2016). Predict the product of the given reaction. (1) Given the reactants Br[C:2]1[CH:7]=[CH:6][N:5]=[C:4]([N:8]2[C:12]([CH3:13])=[CH:11][CH:10]=[C:9]2[CH3:14])[CH:3]=1.[B:15](OC(C)C)([O:20]C(C)C)[O:16]C(C)C.[Li]CCCC, predict the reaction product. The product is: [CH3:14][C:9]1[N:8]([C:4]2[CH:3]=[C:2]([B:15]([OH:20])[OH:16])[CH:7]=[CH:6][N:5]=2)[C:12]([CH3:13])=[CH:11][CH:10]=1. (2) Given the reactants [F:1][C@H:2]1[CH2:19][C@@:17]2([CH3:18])[C@@H:13]([CH2:14][CH2:15][C:16]2=[O:20])[C@H:12]2[C@H:3]1[C:4]1[CH:5]=[CH:6][C:7]([OH:42])=[CH:8][C:9]=1[CH2:10][C@H:11]2[CH2:21][CH2:22][CH2:23][CH2:24][CH2:25][N:26]([CH3:41])[CH2:27][CH:28]=[C:29]([F:40])[C:30]([F:39])([F:38])[C:31]([F:37])([F:36])[C:32]([F:35])([F:34])[F:33].[BH4-].[Na+], predict the reaction product. The product is: [F:1][C@H:2]1[CH2:19][C@@:17]2([CH3:18])[C@@H:13]([CH2:14][CH2:15][C@@H:16]2[OH:20])[C@H:12]2[C@H:3]1[C:4]1[CH:5]=[CH:6][C:7]([OH:42])=[CH:8][C:9]=1[CH2:10][C@H:11]2[CH2:21][CH2:22][CH2:23][CH2:24][CH2:25][N:26]([CH3:41])[CH2:27][CH:28]=[C:29]([F:40])[C:30]([F:38])([F:39])[C:31]([F:36])([F:37])[C:32]([F:33])([F:34])[F:35].